Task: Predict the product of the given reaction.. Dataset: Forward reaction prediction with 1.9M reactions from USPTO patents (1976-2016) (1) Given the reactants [C:1](=[O:23])(OC1C=CC([N+]([O-])=O)=CC=1)[O:2][CH2:3][C:4]1[CH:9]=[CH:8][C:7]([N:10]=[N+:11]=[N-:12])=[CH:6][CH:5]=1.Cl.[C:25]([NH:42][C@H:43]([C:49]([OH:51])=[O:50])[CH2:44][CH2:45][CH2:46][CH2:47][NH2:48])([O:27][CH2:28][CH:29]1[C:41]2[C:36](=[CH:37][CH:38]=[CH:39][CH:40]=2)[C:35]2[C:30]1=[CH:31][CH:32]=[CH:33][CH:34]=2)=[O:26].C(=O)(O)[O-].[Na+].Cl, predict the reaction product. The product is: [CH:31]1[C:30]2[CH:29]([CH2:28][O:27][C:25]([NH:42][C@@H:43]([CH2:44][CH2:45][CH2:46][CH2:47][NH:48][C:1]([O:2][CH2:3][C:4]3[CH:5]=[CH:6][C:7]([N:10]=[N+:11]=[N-:12])=[CH:8][CH:9]=3)=[O:23])[C:49]([OH:51])=[O:50])=[O:26])[C:41]3[C:36](=[CH:37][CH:38]=[CH:39][CH:40]=3)[C:35]=2[CH:34]=[CH:33][CH:32]=1. (2) Given the reactants Br[C:2]1[C:3]([N:22]2[CH2:26][CH2:25][C@@H:24]([NH:27]C(=O)OC(C)(C)C)[CH2:23]2)=[N:4][CH:5]=[C:6]([C:8](=[O:21])[NH:9][C:10]2[CH:15]=[CH:14][C:13]([O:16][C:17]([F:20])([F:19])[F:18])=[CH:12][CH:11]=2)[CH:7]=1.[CH3:35][C:36]1[N:41]=[CH:40][C:39](B(O)O)=[CH:38][CH:37]=1, predict the reaction product. The product is: [NH2:27][C@@H:24]1[CH2:25][CH2:26][N:22]([C:3]2[C:2]([C:39]3[CH:40]=[N:41][C:36]([CH3:35])=[CH:37][CH:38]=3)=[CH:7][C:6]([C:8]([NH:9][C:10]3[CH:15]=[CH:14][C:13]([O:16][C:17]([F:20])([F:19])[F:18])=[CH:12][CH:11]=3)=[O:21])=[CH:5][N:4]=2)[CH2:23]1. (3) Given the reactants [Br:1][C:2]1[CH:3]=[C:4]([C:10]2[CH:15]=[CH:14][C:13]([C:16]3[N:17]=[C:18]([C:22]4[CH:27]=[CH:26][C:25]([C:28]([F:31])([F:30])[F:29])=[CH:24][CH:23]=4)[O:19][C:20]=3[CH3:21])=[CH:12][CH:11]=2)[CH:5]=[C:6]([Br:9])[C:7]=1[OH:8].[CH3:32][O:33][C:34](=[O:44])[CH:35]([CH2:37][C:38]1[CH:43]=[CH:42][CH:41]=[CH:40][CH:39]=1)O, predict the reaction product. The product is: [CH3:32][O:33][C:34](=[O:44])[CH:35]([O:8][C:7]1[C:6]([Br:9])=[CH:5][C:4]([C:10]2[CH:11]=[CH:12][C:13]([C:16]3[N:17]=[C:18]([C:22]4[CH:27]=[CH:26][C:25]([C:28]([F:29])([F:31])[F:30])=[CH:24][CH:23]=4)[O:19][C:20]=3[CH3:21])=[CH:14][CH:15]=2)=[CH:3][C:2]=1[Br:1])[CH2:37][C:38]1[CH:39]=[CH:40][CH:41]=[CH:42][CH:43]=1. (4) Given the reactants [Br:1][C:2]1[CH:3]=[C:4]2[CH2:10][C:9](=[O:11])[NH:8][C:5]2=[N:6][CH:7]=1.[N:12]1[CH:17]=[CH:16][C:15](/[CH:18]=[CH:19]/[C:20]2[C:28]3[C:23](=[CH:24][C:25]([CH:29]=O)=[CH:26][CH:27]=3)[NH:22][N:21]=2)=[CH:14][CH:13]=1, predict the reaction product. The product is: [Br:1][C:2]1[CH:3]=[C:4]2[C:10](=[CH:29][C:25]3[CH:24]=[C:23]4[C:28]([C:20](/[CH:19]=[CH:18]/[C:15]5[CH:14]=[CH:13][N:12]=[CH:17][CH:16]=5)=[N:21][NH:22]4)=[CH:27][CH:26]=3)[C:9](=[O:11])[NH:8][C:5]2=[N:6][CH:7]=1. (5) Given the reactants CC(OC(C1SC(N[C:26]([NH:28][CH2:29][CH2:30][CH2:31][CH2:32][CH2:33][CH2:34][CH2:35][CH3:36])=[O:27])=C(C(OC(C)(C)C)=O)C=1C)=O)CCCCCC, predict the reaction product. The product is: [CH2:29]([N:28]=[C:26]=[O:27])[CH2:30][CH2:31][CH2:32][CH2:33][CH2:34][CH2:35][CH3:36]. (6) Given the reactants [CH3:1][C:2]1[CH:7]=[C:6]([C:8]([CH3:10])=[O:9])[C:5]([OH:11])=[C:4]([N+:12]([O-:14])=[O:13])[CH:3]=1.[Cl:15][C:16]1[CH:17]=[C:18]([CH:21]=[CH:22][C:23]=1[F:24])[CH:19]=O, predict the reaction product. The product is: [Cl:15][C:16]1[CH:17]=[C:18](/[CH:19]=[CH:10]/[C:8]([C:6]2[CH:7]=[C:2]([CH3:1])[CH:3]=[C:4]([N+:12]([O-:14])=[O:13])[C:5]=2[OH:11])=[O:9])[CH:21]=[CH:22][C:23]=1[F:24]. (7) Given the reactants [CH:1](=[N:8]/[OH:9])\[C:2]1[CH:7]=[CH:6][CH:5]=[CH:4][CH:3]=1.[Cl:10]N1C(=O)CCC1=O, predict the reaction product. The product is: [OH:9]/[N:8]=[C:1](\[Cl:10])/[C:2]1[CH:7]=[CH:6][CH:5]=[CH:4][CH:3]=1. (8) Given the reactants Cl.[CH2:2]([O:9][C:10]1[CH:11]=[C:12]2[C:16](=[CH:17][CH:18]=1)[NH:15][CH:14]=[C:13]2[C:19](=O)[CH2:20][CH:21]1[CH2:26][CH2:25][NH:24][CH2:23][CH2:22]1)[C:3]1[CH:8]=[CH:7][CH:6]=[CH:5][CH:4]=1.[H-].[H-].[H-].[H-].[Li+].[Al+3], predict the reaction product. The product is: [CH2:2]([O:9][C:10]1[CH:11]=[C:12]2[C:16](=[CH:17][CH:18]=1)[NH:15][CH:14]=[C:13]2[CH2:19][CH2:20][CH:21]1[CH2:26][CH2:25][NH:24][CH2:23][CH2:22]1)[C:3]1[CH:8]=[CH:7][CH:6]=[CH:5][CH:4]=1. (9) Given the reactants [CH3:1][C@:2]12[C@@:19]3([CH3:20])[C@@H:10]([C@:11]4([CH3:24])[C@@H:16]([CH2:17][CH2:18]3)[C:15]([CH3:22])([CH3:21])[C:14](=[O:23])[CH2:13][CH2:12]4)[CH2:9][CH2:8][C@@H:7]1[C@H:6]1[C@H:25]([C:28]([CH3:30])=[CH2:29])[CH2:26]C[C@]1(C(O)=O)C[CH2:3]2.C1(P(N=[N+]=[N-])(C2C=CC=CC=2)=[O:41])C=CC=CC=1.C([N:54]([CH2:58]C)[CH:55]([CH3:57])[CH3:56])(C)C, predict the reaction product. The product is: [N:54]([C@:55]12[CH2:56][CH2:26][C@@H:25]([C:28]([CH3:30])=[CH2:29])[C@@H:6]1[C@@H:7]1[C@@:2]([CH3:1])([CH2:3][CH2:57]2)[C@@:19]2([CH3:20])[C@@H:10]([C@:11]3([CH3:24])[C@@H:16]([CH2:17][CH2:18]2)[C:15]([CH3:21])([CH3:22])[C:14](=[O:23])[CH2:13][CH2:12]3)[CH2:9][CH2:8]1)=[C:58]=[O:41]. (10) Given the reactants [F:1][C:2]([F:11])([F:10])[C:3]1[CH:4]=[CH:5][C:6]([NH2:9])=[N:7][CH:8]=1.N1C=CC=CC=1.Cl[C:19]([O:21][CH2:22][C:23]([Cl:26])([Cl:25])[Cl:24])=[O:20], predict the reaction product. The product is: [F:11][C:2]([F:1])([F:10])[C:3]1[CH:4]=[CH:5][C:6]([NH:9][C:19](=[O:20])[O:21][CH2:22][C:23]([Cl:26])([Cl:25])[Cl:24])=[N:7][CH:8]=1.